From a dataset of Experimentally validated miRNA-target interactions with 360,000+ pairs, plus equal number of negative samples. Binary Classification. Given a miRNA mature sequence and a target amino acid sequence, predict their likelihood of interaction. The miRNA is mmu-miR-1187 with sequence UAUGUGUGUGUGUAUGUGUGUAA. The protein sequence of the target gene is MSCTIEKILTDAKTLLERLREHDAAAESLVDQSAALHRRVAAMREAGAVLPEQYQEDASDVKDMSKYKPHILLSQENTQIRDLQQENRELWVSLEEHQDALELIMSKYRKQMLQLMVAKKAVDAEPVLKAHQSHSAEIESQIDRICEMGAVMRRAVQVDDNQFCKVQERLAQLELENKELRELLSISSESLQVGKESSVAPASQTIK. Result: 1 (interaction).